Dataset: Reaction yield outcomes from USPTO patents with 853,638 reactions. Task: Predict the reaction yield, written as a fraction of the theoretical maximum amount of product (1.0 means a 100% yield; for example, 0.34 means a 34% yield). (1) The reactants are [NH:1]1[C:5]2[CH:6]=[CH:7][C:8]([C:10]([OH:12])=O)=[CH:9][C:4]=2[N:3]=[CH:2]1.[CH3:13][O:14][C:15]([C:17]1[C:22]2[C@@H:23]3[C@H:28]([CH2:29][CH2:30][C:21]=2[CH:20]=[CH:19][CH:18]=1)[NH:27][CH2:26][CH2:25][CH2:24]3)=[O:16]. The catalyst is C(Cl)Cl.CO. The product is [CH3:13][O:14][C:15]([C:17]1[C:22]2[C@@H:23]3[C@H:28]([CH2:29][CH2:30][C:21]=2[CH:20]=[CH:19][CH:18]=1)[N:27]([C:10]([C:8]1[CH:7]=[CH:6][C:5]2[NH:1][CH:2]=[N:3][C:4]=2[CH:9]=1)=[O:12])[CH2:26][CH2:25][CH2:24]3)=[O:16]. The yield is 0.430. (2) The reactants are N(C(OCC)=O)=NC(OCC)=O.[OH:13][C:14]1[C:15]([CH2:25][S:26]([C:29]2[CH:34]=[CH:33][CH:32]=[CH:31][CH:30]=2)(=[O:28])=[O:27])=[C:16]2[C:21](=[CH:22][CH:23]=1)[C:20](=[O:24])[CH2:19][CH2:18][CH2:17]2.[N:35]1([CH2:40][CH:41](O)[CH2:42][CH3:43])[CH:39]=[CH:38][N:37]=[CH:36]1.C1(P(C2C=CC=CC=2)C2C=CC=CC=2)C=CC=CC=1. The catalyst is O1CCCC1. The product is [N:35]1([CH2:40][CH:41]([O:13][C:14]2[C:15]([CH2:25][S:26]([C:29]3[CH:34]=[CH:33][CH:32]=[CH:31][CH:30]=3)(=[O:28])=[O:27])=[C:16]3[C:21](=[CH:22][CH:23]=2)[C:20](=[O:24])[CH2:19][CH2:18][CH2:17]3)[CH2:42][CH3:43])[CH:39]=[CH:38][N:37]=[CH:36]1. The yield is 0.290. (3) The reactants are [CH3:1][C:2]1[CH:3]=[C:4]([CH2:11][CH:12]([NH:16][C:17]([N:19]2[CH2:24][CH2:23][CH:22]([N:25]3[CH2:34][C:33]4[C:28](=[CH:29][CH:30]=[CH:31][CH:32]=4)[NH:27][C:26]3=[O:35])[CH2:21][CH2:20]2)=[O:18])[C:13](O)=[O:14])[CH:5]=[C:6]2[C:10]=1[NH:9][N:8]=[CH:7]2.[CH:36]([N:39]([CH:42]([CH3:44])[CH3:43])[CH2:40][CH3:41])([CH3:38])C.C1[CH2:49][N:48]([P+](ON2N=NC3C=CC=CC2=3)(N2CCCC2)N2CCCC2)[CH2:47]C1.F[P-](F)(F)(F)(F)F.[CH3:78]N(C)C=O.C(Cl)Cl. No catalyst specified. The product is [N:39]1([CH:42]2[CH2:43][CH2:49][N:48]([C:13](=[O:14])[CH:12]([NH:16][C:17]([N:19]3[CH2:24][CH2:23][CH:22]([N:25]4[CH2:34][C:33]5[C:28](=[CH:29][CH:30]=[CH:31][CH:32]=5)[NH:27][C:26]4=[O:35])[CH2:21][CH2:20]3)=[O:18])[CH2:11][C:4]3[CH:5]=[C:6]4[C:10](=[C:2]([CH3:1])[CH:3]=3)[NH:9][N:8]=[CH:7]4)[CH2:47][CH2:44]2)[CH2:36][CH2:38][CH2:78][CH2:41][CH2:40]1. The yield is 0.930. (4) The reactants are [Cl:1][C:2]1[CH:7]=[CH:6][C:5]([NH:8][C:9]2[N:17]=[C:16]([N:18]3[C:22]([CH2:23][O:24]C4CCCCO4)=[CH:21][C:20]([CH3:31])=[N:19]3)[N:15]=[C:14]3[C:10]=2[N:11]=[CH:12][N:13]3[CH3:32])=[CH:4][CH:3]=1.O.C1(C)C=CC(S(O)(=O)=O)=CC=1.C(=O)([O-])[O-].[K+].[K+]. The catalyst is CO. The product is [Cl:1][C:2]1[CH:7]=[CH:6][C:5]([NH:8][C:9]2[N:17]=[C:16]([N:18]3[C:22]([CH2:23][OH:24])=[CH:21][C:20]([CH3:31])=[N:19]3)[N:15]=[C:14]3[C:10]=2[N:11]=[CH:12][N:13]3[CH3:32])=[CH:4][CH:3]=1. The yield is 0.310.